The task is: Predict the product of the given reaction.. This data is from Forward reaction prediction with 1.9M reactions from USPTO patents (1976-2016). Given the reactants [Si]([O:8][CH2:9][C:10]1[N:15]=[C:14]([O:16][CH2:17][C@@H:18]2[CH2:23][CH2:22][CH2:21][CH2:20][N:19]2[C:24]([O:26][C:27]([CH3:30])([CH3:29])[CH3:28])=[O:25])[CH:13]=[CH:12][CH:11]=1)(C(C)(C)C)(C)C.[F-].C([N+](CCCC)(CCCC)CCCC)CCC, predict the reaction product. The product is: [OH:8][CH2:9][C:10]1[N:15]=[C:14]([O:16][CH2:17][C@@H:18]2[CH2:23][CH2:22][CH2:21][CH2:20][N:19]2[C:24]([O:26][C:27]([CH3:30])([CH3:29])[CH3:28])=[O:25])[CH:13]=[CH:12][CH:11]=1.